This data is from Catalyst prediction with 721,799 reactions and 888 catalyst types from USPTO. The task is: Predict which catalyst facilitates the given reaction. (1) Reactant: [NH2:1][C:2]1[C:11]2[N:12]=[C:13]([CH2:20]Cl)[N:14]([CH2:15][C:16]([CH3:19])([OH:18])[CH3:17])[C:10]=2[C:9]2[CH:8]=[CH:7][CH:6]=[CH:5][C:4]=2[N:3]=1.[OH:22][N:23]1[C:27](=[O:28])[C:26]2=[CH:29][CH:30]=[CH:31][CH:32]=[C:25]2[C:24]1=[O:33].C(N(CC)CC)C. Product: [NH2:1][C:2]1[C:11]2[N:12]=[C:13]([CH2:20][O:22][N:23]3[C:27](=[O:28])[C:26]4[C:25](=[CH:32][CH:31]=[CH:30][CH:29]=4)[C:24]3=[O:33])[N:14]([CH2:15][C:16]([OH:18])([CH3:19])[CH3:17])[C:10]=2[C:9]2[CH:8]=[CH:7][CH:6]=[CH:5][C:4]=2[N:3]=1. The catalyst class is: 3. (2) Reactant: [CH3:1][N:2]1[CH:6]=[C:5]([C:7]2[CH:8]=[CH:9][C:10]3[N:11]([C:13]([SH:16])=[N:14][N:15]=3)[CH:12]=2)[CH:4]=[N:3]1.Br[C:18]1[CH:19]=[C:20]2[C:25](=[CH:26][CH:27]=1)[N:24]=[CH:23][C:22]([C:28]1[C:29]([CH3:34])=[N:30][O:31][C:32]=1[CH3:33])=[C:21]2[Cl:35].C1(P(C2C=CC=CC=2)C2C3OC4C(=CC=CC=4P(C4C=CC=CC=4)C4C=CC=CC=4)C(C)(C)C=3C=CC=2)C=CC=CC=1.C(N(CC)C(C)C)(C)C. Product: [Cl:35][C:21]1[C:20]2[C:25](=[CH:26][CH:27]=[C:18]([S:16][C:13]3[N:11]4[CH:12]=[C:7]([C:5]5[CH:4]=[N:3][N:2]([CH3:1])[CH:6]=5)[CH:8]=[CH:9][C:10]4=[N:15][N:14]=3)[CH:19]=2)[N:24]=[CH:23][C:22]=1[C:28]1[C:29]([CH3:34])=[N:30][O:31][C:32]=1[CH3:33]. The catalyst class is: 62. (3) Reactant: [Br:1][C:2]1[C:7]([CH3:8])=[CH:6][C:5]([N+:9]([O-:11])=[O:10])=[CH:4][C:3]=1[CH3:12].C1C(=O)N([Br:20])C(=O)C1. Product: [Br:1][C:2]1[C:3]([CH3:12])=[CH:4][C:5]([N+:9]([O-:11])=[O:10])=[CH:6][C:7]=1[CH2:8][Br:20]. The catalyst class is: 855.